From a dataset of P-glycoprotein inhibition data for predicting drug efflux from Broccatelli et al.. Regression/Classification. Given a drug SMILES string, predict its absorption, distribution, metabolism, or excretion properties. Task type varies by dataset: regression for continuous measurements (e.g., permeability, clearance, half-life) or binary classification for categorical outcomes (e.g., BBB penetration, CYP inhibition). Dataset: pgp_broccatelli. (1) The compound is COc1cc2nc(N3CCN(C(=O)c4nnc(SC)o4)CC3)nc(N)c2cc1OC. The result is 0 (non-inhibitor). (2) The compound is COc1ccc([C@@H]2Oc3cc(-c4oc5cc(O)cc(O)c5c(=O)c4OC)ccc3O[C@@H]2CO)cc1OC. The result is 1 (inhibitor). (3) The molecule is CN(C)c1ccc(-c2nc(C(F)(F)F)nc(C(F)(F)F)n2)cc1. The result is 0 (non-inhibitor). (4) The drug is CN(C)C(=O)C(CCN1CCC(O)(c2ccc(Cl)cc2)CC1)(c1ccccc1)c1ccccc1. The result is 1 (inhibitor). (5) The compound is CCN(CC)CCNC(=O)c1cc(Br)c(N)cc1OC. The result is 0 (non-inhibitor). (6) The molecule is O=C(CCc1ccccc1)c1ccccc1OC[C@@H](O)CNC1CCCCC1. The result is 1 (inhibitor). (7) The molecule is Clc1ccccc1C(c1ccccc1)(c1ccccc1)n1ccnc1. The result is 1 (inhibitor). (8) The molecule is On1ccccc1=S. The result is 0 (non-inhibitor). (9) The molecule is COc1cc(-c2cc(=O)c3c(OC)c(OC)c(OC)cc3o2)cc(OC)c1OC. The result is 1 (inhibitor).